Dataset: Reaction yield outcomes from USPTO patents with 853,638 reactions. Task: Predict the reaction yield, written as a fraction of the theoretical maximum amount of product (1.0 means a 100% yield; for example, 0.34 means a 34% yield). (1) The reactants are Br[C:2]1[CH:10]=[C:9]2[C:5]([CH:6]=[N:7][N:8]2[CH2:11][CH:12]([CH3:14])[CH3:13])=[CH:4][C:3]=1[O:15][C:16]1[CH:21]=[CH:20][C:19]([F:22])=[CH:18][C:17]=1[F:23].[CH3:24][N:25]([CH3:30])[CH2:26][CH2:27][CH2:28][NH2:29].C1C=CC(P(C2C(C3C(P(C4C=CC=CC=4)C4C=CC=CC=4)=CC=C4C=3C=CC=C4)=C3C(C=CC=C3)=CC=2)C2C=CC=CC=2)=CC=1.CC([O-])(C)C.[Na+]. The catalyst is O1CCOCC1.C1C=CC(/C=C/C(/C=C/C2C=CC=CC=2)=O)=CC=1.C1C=CC(/C=C/C(/C=C/C2C=CC=CC=2)=O)=CC=1.C1C=CC(/C=C/C(/C=C/C2C=CC=CC=2)=O)=CC=1.[Pd].[Pd]. The product is [F:23][C:17]1[CH:18]=[C:19]([F:22])[CH:20]=[CH:21][C:16]=1[O:15][C:3]1[CH:4]=[C:5]2[C:9](=[CH:10][C:2]=1[NH:29][CH2:28][CH2:27][CH2:26][N:25]([CH3:30])[CH3:24])[N:8]([CH2:11][CH:12]([CH3:14])[CH3:13])[N:7]=[CH:6]2. The yield is 0.690. (2) The reactants are N1C=CC=CC=1.[CH3:7][O:8][C:9]1[C:18]2[CH2:17][C@@H:16]([NH:19][C:20](=[O:25])[C:21]([F:24])([F:23])[F:22])[CH2:15][CH2:14][C:13]=2[C:12]([S:26](Cl)(=[O:28])=[O:27])=[CH:11][CH:10]=1.[Cl:30][C:31]1[CH:32]=[C:33]([CH:35]=[C:36]([Cl:38])[CH:37]=1)[NH2:34]. The product is [Cl:30][C:31]1[CH:32]=[C:33]([NH:34][S:26]([C:12]2[CH:11]=[CH:10][C:9]([O:8][CH3:7])=[C:18]3[C:13]=2[CH2:14][CH2:15][C@H:16]([NH:19][C:20](=[O:25])[C:21]([F:24])([F:23])[F:22])[CH2:17]3)(=[O:28])=[O:27])[CH:35]=[C:36]([Cl:38])[CH:37]=1. The catalyst is ClCCl. The yield is 0.800. (3) The reactants are [Cl:1][C:2]1[C:9]([CH2:10][CH2:11][OH:12])=[CH:8][CH:7]=[CH:6][C:3]=1[CH:4]=O.[CH2:13]([C:15]1[S:16][CH:17]=[C:18]([C:20]([N:22]2[CH2:27][C:26]3([CH2:32][CH2:31][NH:30][CH2:29][CH2:28]3)[O:25][CH2:24][CH2:23]2)=[O:21])[N:19]=1)[CH3:14].C(O[BH-](OC(=O)C)OC(=O)C)(=O)C.[Na+].C(=O)(O)[O-].[Na+]. The catalyst is C(Cl)Cl.C(N(CC)CC)C. The product is [Cl:1][C:2]1[C:9]([CH2:10][CH2:11][OH:12])=[CH:8][CH:7]=[CH:6][C:3]=1[CH2:4][N:30]1[CH2:31][CH2:32][C:26]2([O:25][CH2:24][CH2:23][N:22]([C:20]([C:18]3[N:19]=[C:15]([CH2:13][CH3:14])[S:16][CH:17]=3)=[O:21])[CH2:27]2)[CH2:28][CH2:29]1. The yield is 1.07. (4) The reactants are [C:1]([O:5][C:6](=[O:43])[NH:7][CH2:8][C@H:9]1[CH2:14][CH2:13][C@H:12]([C:15](=[O:42])[NH:16][C@H:17]([C:28]2[NH:29][CH:30]=[C:31]([C:33]3[CH:38]=[CH:37][C:36]([C:39]#[N:40])=[C:35]([F:41])[CH:34]=3)[N:32]=2)[CH2:18][C:19]2[CH:24]=[CH:23][CH:22]=[CH:21][C:20]=2[N+:25]([O-])=O)[CH2:11][CH2:10]1)([CH3:4])([CH3:3])[CH3:2].[C:44]1([CH2:50][C:51](O)=[O:52])[CH:49]=[CH:48][CH:47]=[CH:46][CH:45]=1.N1C=CC=CC=1.C1C=CC2N(O)N=NC=2C=1.CCN=C=NCCCN(C)C. The catalyst is CN(C=O)C.CCOC(C)=O. The product is [C:1]([O:5][C:6](=[O:43])[NH:7][CH2:8][C@H:9]1[CH2:14][CH2:13][C@H:12]([C:15](=[O:42])[NH:16][C@H:17]([C:28]2[NH:29][CH:30]=[C:31]([C:33]3[CH:38]=[CH:37][C:36]([C:39]#[N:40])=[C:35]([F:41])[CH:34]=3)[N:32]=2)[CH2:18][C:19]2[CH:24]=[CH:23][CH:22]=[CH:21][C:20]=2[NH:25][C:51](=[O:52])[CH2:50][C:44]2[CH:49]=[CH:48][CH:47]=[CH:46][CH:45]=2)[CH2:11][CH2:10]1)([CH3:4])([CH3:3])[CH3:2]. The yield is 0.950. (5) The reactants are [CH3:1][O:2][C:3]1[CH:4]=[C:5]2[C:10](=[CH:11][C:12]=1[O:13][CH3:14])[N:9]=[CH:8][CH:7]=[C:6]2[O:15][C:16]1[C:22]([CH3:23])=[CH:21][C:19]([NH2:20])=[C:18]([CH3:24])[CH:17]=1.Cl[C:26](Cl)([O:28][C:29](=[O:35])OC(Cl)(Cl)Cl)Cl.[C:37]1([CH2:43][CH2:44]CO)[CH:42]=[CH:41][CH:40]=[CH:39][CH:38]=1.C(=O)(O)[O-].[Na+]. The catalyst is C(Cl)Cl.C(N(CC)CC)C.C1(C)C=CC=CC=1. The product is [CH3:1][O:2][C:3]1[CH:4]=[C:5]2[C:10](=[CH:11][C:12]=1[O:13][CH3:14])[N:9]=[CH:8][CH:7]=[C:6]2[O:15][C:16]1[C:22]([CH3:23])=[CH:21][C:19]([NH:20][C:29](=[O:35])[O:28][CH2:26][CH2:44][CH2:43][C:37]2[CH:42]=[CH:41][CH:40]=[CH:39][CH:38]=2)=[C:18]([CH3:24])[CH:17]=1. The yield is 0.980.